The task is: Predict the reaction yield, written as a fraction of the theoretical maximum amount of product (1.0 means a 100% yield; for example, 0.34 means a 34% yield).. This data is from Reaction yield outcomes from USPTO patents with 853,638 reactions. (1) The reactants are [C:1]([Cu])#[N:2].Br[C:5]1[CH:13]=[CH:12][C:8]2[S:9][CH:10]=[CH:11][C:7]=2[CH:6]=1.N1C=CC=CC=1.C(N)CN. The catalyst is CN(C=O)C. The product is [S:9]1[CH:10]=[CH:11][C:7]2[CH:6]=[C:5]([C:1]#[N:2])[CH:13]=[CH:12][C:8]1=2. The yield is 0.900. (2) The reactants are Cl.C(N=C=NCCCN(C)C)C.[CH3:13][O:14][C:15]([N:17]1[CH2:22][CH2:21][CH:20]([O:23][C:24]([NH:26][C:27]2([C:33](O)=[O:34])[CH2:32][CH2:31][CH2:30][CH2:29][CH2:28]2)=[O:25])[CH2:19][CH2:18]1)=[O:16].[NH2:36][C@@H:37]([CH:51]([CH3:53])[CH3:52])[C@H:38]([OH:50])[C:39]([NH:41][C@H:42]1[CH2:48][CH2:47][CH2:46][CH2:45][NH:44][C:43]1=[O:49])=[O:40].ON1C2C=CC=CC=2N=N1. The catalyst is C(Cl)Cl. The product is [CH3:13][O:14][C:15]([N:17]1[CH2:18][CH2:19][CH:20]([O:23][C:24](=[O:25])[NH:26][C:27]2([C:33]([NH:36][C@@H:37]([CH:51]([CH3:53])[CH3:52])[C@H:38]([OH:50])[C:39]([NH:41][C@H:42]3[CH2:48][CH2:47][CH2:46][CH2:45][NH:44][C:43]3=[O:49])=[O:40])=[O:34])[CH2:28][CH2:29][CH2:30][CH2:31][CH2:32]2)[CH2:21][CH2:22]1)=[O:16]. The yield is 0.930. (3) The reactants are [CH3:1][O:2][C:3]([C@H:5]1[N:10]([CH2:11][CH2:12][CH2:13][C:14](OC(C)(C)C)=[O:15])[C:9](=[O:21])[CH:8]([CH3:22])[N:7]([C:23]([O:25][CH2:26][C:27]2[CH:32]=[CH:31][CH:30]=[CH:29][CH:28]=2)=[O:24])[CH2:6]1)=[O:4].Cl.CN(C(ON1N=NC2C=CC=NC1=2)=[N+](C)C)C.F[P-](F)(F)(F)(F)F.Cl.[CH2:59]1[C:61]2([CH2:66][CH2:65][NH:64][CH2:63][C@H:62]2[OH:67])[CH2:60]1.C(N(CC)CC)C. The catalyst is C1COCC1.CN(C=O)C. The product is [CH3:1][O:2][C:3]([C@H:5]1[N:10]([CH2:11][CH2:12][CH2:13][C:14]([N:64]2[CH2:65][CH2:66][C:61]3([CH2:59][CH2:60]3)[C@H:62]([OH:67])[CH2:63]2)=[O:15])[C:9](=[O:21])[CH:8]([CH3:22])[N:7]([C:23]([O:25][CH2:26][C:27]2[CH:28]=[CH:29][CH:30]=[CH:31][CH:32]=2)=[O:24])[CH2:6]1)=[O:4]. The yield is 1.00. (4) The reactants are P([O-])([O-])([O-])=O.[K+].[K+].[K+].I[C:10]1[CH:11]=[C:12]([N:16]([CH2:45][O:46][CH2:47][CH2:48][Si:49]([CH3:52])([CH3:51])[CH3:50])[C:17]2[O:21][C:20]([C:22]([N:24]([C:33]3[CH:34]=[N:35][C:36]([N:39]4[CH2:44][CH2:43][O:42][CH2:41][CH2:40]4)=[CH:37][CH:38]=3)[CH2:25][O:26][CH2:27][CH2:28][Si:29]([CH3:32])([CH3:31])[CH3:30])=[O:23])=[N:19][N:18]=2)[CH:13]=[CH:14][CH:15]=1.[C:53]1(B(O)O)[CH:58]=[CH:57][CH:56]=[CH:55][CH:54]=1. The catalyst is CN(C=O)C.C1C=CC([P]([Pd]([P](C2C=CC=CC=2)(C2C=CC=CC=2)C2C=CC=CC=2)([P](C2C=CC=CC=2)(C2C=CC=CC=2)C2C=CC=CC=2)[P](C2C=CC=CC=2)(C2C=CC=CC=2)C2C=CC=CC=2)(C2C=CC=CC=2)C2C=CC=CC=2)=CC=1. The product is [C:10]1([C:53]2[CH:58]=[CH:57][CH:56]=[CH:55][CH:54]=2)[CH:15]=[CH:14][CH:13]=[C:12]([N:16]([CH2:45][O:46][CH2:47][CH2:48][Si:49]([CH3:52])([CH3:51])[CH3:50])[C:17]2[O:21][C:20]([C:22]([N:24]([C:33]3[CH:34]=[N:35][C:36]([N:39]4[CH2:44][CH2:43][O:42][CH2:41][CH2:40]4)=[CH:37][CH:38]=3)[CH2:25][O:26][CH2:27][CH2:28][Si:29]([CH3:32])([CH3:31])[CH3:30])=[O:23])=[N:19][N:18]=2)[CH:11]=1. The yield is 0.840. (5) The reactants are Cl[C:2]1[CH:7]=[CH:6][N:5]=[C:4]([N:8]2[CH2:20][CH2:19][N:11]3[C:12]4[CH2:13][CH2:14][CH2:15][CH2:16][C:17]=4[CH:18]=[C:10]3[C:9]2=[O:21])[C:3]=1[C:22]1([OH:26])[CH2:25][O:24][CH2:23]1.[CH3:27][N:28]1[CH:33]=[C:32](B2OC(C)(C)C(C)(C)O2)[CH:31]=[C:30]([NH:43][C:44]2[CH:49]=[CH:48][C:47]([N:50]3[CH2:55][CH2:54][N:53]([CH:56]4[CH2:59][O:58][CH2:57]4)[CH2:52][C@@H:51]3[CH3:60])=[CH:46][N:45]=2)[C:29]1=[O:61].[O-]P([O-])([O-])=O.[K+].[K+].[K+]. The catalyst is CC#N.C1C=CC(P(C2C=CC=CC=2)[C-]2C=CC=C2)=CC=1.C1C=CC(P(C2C=CC=CC=2)[C-]2C=CC=C2)=CC=1.Cl[Pd]Cl.[Fe+2]. The product is [OH:26][C:22]1([C:3]2[C:4]([N:8]3[CH2:20][CH2:19][N:11]4[C:12]5[CH2:13][CH2:14][CH2:15][CH2:16][C:17]=5[CH:18]=[C:10]4[C:9]3=[O:21])=[N:5][CH:6]=[CH:7][C:2]=2[C:32]2[CH:31]=[C:30]([NH:43][C:44]3[CH:49]=[CH:48][C:47]([N:50]4[CH2:55][CH2:54][N:53]([CH:56]5[CH2:57][O:58][CH2:59]5)[CH2:52][C@@H:51]4[CH3:60])=[CH:46][N:45]=3)[C:29](=[O:61])[N:28]([CH3:27])[CH:33]=2)[CH2:23][O:24][CH2:25]1. The yield is 0.200. (6) The catalyst is C1COCC1.C(OCC)C. The reactants are [CH2:1]([N:8]([C@H:19]([C:21]1[CH:26]=[CH:25][CH:24]=[CH:23][CH:22]=1)[CH3:20])[C@@H:9]([CH3:18])[CH2:10][C:11](OC(C)(C)C)=[O:12])[C:2]1[CH:7]=[CH:6][CH:5]=[CH:4][CH:3]=1.[H-].[Al+3].[Li+].[H-].[H-].[H-]. The yield is 0.900. The product is [CH2:1]([N:8]([C@H:19]([C:21]1[CH:22]=[CH:23][CH:24]=[CH:25][CH:26]=1)[CH3:20])[C@@H:9]([CH3:18])[CH2:10][CH2:11][OH:12])[C:2]1[CH:3]=[CH:4][CH:5]=[CH:6][CH:7]=1. (7) The reactants are [NH2:1][C:2]1[N:7]=[CH:6][C:5]([C@@H:8]2[CH2:12][CH2:11][N:10]([C:13]([O:15][C:16]([CH3:19])([CH3:18])[CH3:17])=[O:14])[CH2:9]2)=[CH:4][CH:3]=1.Br[C:21]1[C:22](=[O:29])[N:23]([CH3:28])[N:24]=[C:25]([Cl:27])[CH:26]=1.C1(P(C2C=CC=CC=2)C2C3OC4C(=CC=CC=4P(C4C=CC=CC=4)C4C=CC=CC=4)C(C)(C)C=3C=CC=2)C=CC=CC=1.C(=O)([O-])[O-].[Cs+].[Cs+]. The catalyst is O1CCOCC1.C1C=CC(/C=C/C(/C=C/C2C=CC=CC=2)=O)=CC=1.C1C=CC(/C=C/C(/C=C/C2C=CC=CC=2)=O)=CC=1.C1C=CC(/C=C/C(/C=C/C2C=CC=CC=2)=O)=CC=1.[Pd].[Pd]. The product is [Cl:27][C:25]1[CH:26]=[C:21]([NH:1][C:2]2[N:7]=[CH:6][C:5]([C@@H:8]3[CH2:12][CH2:11][N:10]([C:13]([O:15][C:16]([CH3:19])([CH3:18])[CH3:17])=[O:14])[CH2:9]3)=[CH:4][CH:3]=2)[C:22](=[O:29])[N:23]([CH3:28])[N:24]=1. The yield is 0.960.